This data is from Peptide-MHC class I binding affinity with 185,985 pairs from IEDB/IMGT. The task is: Regression. Given a peptide amino acid sequence and an MHC pseudo amino acid sequence, predict their binding affinity value. This is MHC class I binding data. (1) The peptide sequence is SLMASSPTSI. The MHC is HLA-B08:01 with pseudo-sequence HLA-B08:01. The binding affinity (normalized) is 0.0847. (2) The peptide sequence is VLDQLRCNGV. The MHC is HLA-A68:02 with pseudo-sequence HLA-A68:02. The binding affinity (normalized) is 0. (3) The peptide sequence is TMYDKILSY. The MHC is HLA-A33:01 with pseudo-sequence HLA-A33:01. The binding affinity (normalized) is 0.117. (4) The peptide sequence is SSPETQQMI. The MHC is Mamu-A01 with pseudo-sequence Mamu-A01. The binding affinity (normalized) is 0.756. (5) The peptide sequence is YFSGIMVRL. The MHC is HLA-B35:01 with pseudo-sequence HLA-B35:01. The binding affinity (normalized) is 0.334.